This data is from Catalyst prediction with 721,799 reactions and 888 catalyst types from USPTO. The task is: Predict which catalyst facilitates the given reaction. (1) Reactant: C(OC(=O)[NH:7][CH2:8][CH2:9][C:10]1[N:14]([CH3:15])[N:13]=[N:12][N:11]=1)(C)(C)C.Cl.O1CCOCC1. Product: [CH3:15][N:14]1[C:10]([CH2:9][CH2:8][NH2:7])=[N:11][N:12]=[N:13]1. The catalyst class is: 2. (2) The catalyst class is: 23. Reactant: C(OC([N:8]1[CH2:12][C@@H:11]([CH2:13][N:14]([CH:31]([CH3:33])[CH3:32])[C:15](=[O:30])[C:16]2[CH:21]=[CH:20][C:19]([O:22][CH3:23])=[C:18]([O:24][CH2:25][CH2:26][CH2:27][O:28][CH3:29])[CH:17]=2)[C@H:10]([C:34](O)=[O:35])[CH2:9]1)=O)(C)(C)C.CN.C[C:40]#[N:41].O. Product: [CH3:40][NH:41][C:34]([C@H:10]1[C@H:11]([CH2:13][N:14]([CH:31]([CH3:32])[CH3:33])[C:15](=[O:30])[C:16]2[CH:21]=[CH:20][C:19]([O:22][CH3:23])=[C:18]([O:24][CH2:25][CH2:26][CH2:27][O:28][CH3:29])[CH:17]=2)[CH2:12][NH:8][CH2:9]1)=[O:35]. (3) Reactant: [Cl:1][C:2]1[CH:7]=[CH:6][C:5]2[C:8]3[C:9]([CH:16]([CH2:29][C:30]([N:32]4[CH2:37][CH2:36][CH:35]([C:38]([O:40]CC)=[O:39])[CH2:34][CH2:33]4)=[O:31])[O:17][CH:18]([C:19]4[CH:24]=[CH:23][CH:22]=[C:21]([O:25][CH3:26])[C:20]=4[O:27][CH3:28])[C:4]=2[CH:3]=1)=[N:10][O:11][C:12]=3[CH:13]([CH3:15])[CH3:14].Cl.O. Product: [Cl:1][C:2]1[CH:7]=[CH:6][C:5]2[C:8]3[C:9]([CH:16]([CH2:29][C:30]([N:32]4[CH2:37][CH2:36][CH:35]([C:38]([OH:40])=[O:39])[CH2:34][CH2:33]4)=[O:31])[O:17][CH:18]([C:19]4[CH:24]=[CH:23][CH:22]=[C:21]([O:25][CH3:26])[C:20]=4[O:27][CH3:28])[C:4]=2[CH:3]=1)=[N:10][O:11][C:12]=3[CH:13]([CH3:15])[CH3:14]. The catalyst class is: 12. (4) Reactant: [C:1]([N:5]1[C:9](=[O:10])[C:8](Cl)=[C:7]([C:12]2[CH:17]=[CH:16][CH:15]=[CH:14][CH:13]=2)[S:6]1(=[O:19])=[O:18])([CH3:4])([CH3:3])[CH3:2].[NH2:20][CH2:21][CH2:22][C:23]1[CH:30]=[CH:29][C:26]([C:27]#[N:28])=[CH:25][CH:24]=1. Product: [C:1]([N:5]1[C:9](=[O:10])[C:8]([NH:20][CH2:21][CH2:22][C:23]2[CH:30]=[CH:29][C:26]([C:27]#[N:28])=[CH:25][CH:24]=2)=[C:7]([C:12]2[CH:17]=[CH:16][CH:15]=[CH:14][CH:13]=2)[S:6]1(=[O:19])=[O:18])([CH3:4])([CH3:3])[CH3:2]. The catalyst class is: 3. (5) Reactant: [O:1]([C:8]1[CH:13]=[CH:12][C:11]([CH2:14][C:15]([OH:17])=O)=[CH:10][CH:9]=1)[C:2]1[CH:7]=[CH:6][CH:5]=[CH:4][CH:3]=1.Cl.CN(C)CCCN=C=NCC.[C:30]1([CH3:45])[CH:35]=[CH:34][CH:33]=[CH:32][C:31]=1[CH:36]([N:38]1[CH2:43][CH:42]2[CH2:44][CH:39]1[CH2:40][NH:41]2)[CH3:37]. Product: [O:1]([C:8]1[CH:9]=[CH:10][C:11]([CH2:14][C:15]([N:41]2[CH2:40][CH:39]3[CH2:44][CH:42]2[CH2:43][N:38]3[CH:36]([C:31]2[CH:32]=[CH:33][CH:34]=[CH:35][C:30]=2[CH3:45])[CH3:37])=[O:17])=[CH:12][CH:13]=1)[C:2]1[CH:3]=[CH:4][CH:5]=[CH:6][CH:7]=1. The catalyst class is: 2. (6) Reactant: [CH3:1][C:2]1[CH:11]=[CH:10][C:9]2[C:4](=[CH:5][CH:6]=[C:7]([C:12]#[C:13][Si](C)(C)C)[CH:8]=2)[N:3]=1.C([O-])([O-])=O.[K+].[K+]. Product: [C:12]([C:7]1[CH:8]=[C:9]2[C:4](=[CH:5][CH:6]=1)[N:3]=[C:2]([CH3:1])[CH:11]=[CH:10]2)#[CH:13]. The catalyst class is: 5. (7) Reactant: [O:1]=[C:2]1[N:7]([C:8]2[CH:13]=[CH:12][C:11]([O:14][CH2:15][C:16]([F:19])([F:18])[F:17])=[CH:10][CH:9]=2)[C:6]([S:20][CH2:21][CH2:22][CH2:23][C:24]([NH:26][CH2:27][CH2:28][C:29]([O:31]CC)=[O:30])=[O:25])=[N:5][C:4]2[CH:34]=[CH:35][NH:36][C:3]1=2.O1CCCC1.[OH-].[Na+].Cl. Product: [O:1]=[C:2]1[N:7]([C:8]2[CH:13]=[CH:12][C:11]([O:14][CH2:15][C:16]([F:17])([F:18])[F:19])=[CH:10][CH:9]=2)[C:6]([S:20][CH2:21][CH2:22][CH2:23][C:24]([NH:26][CH2:27][CH2:28][C:29]([OH:31])=[O:30])=[O:25])=[N:5][C:4]2[CH:34]=[CH:35][NH:36][C:3]1=2. The catalyst class is: 5.